This data is from Catalyst prediction with 721,799 reactions and 888 catalyst types from USPTO. The task is: Predict which catalyst facilitates the given reaction. (1) Reactant: Cl.C[O:3][C:4]1[CH:5]=[C:6]2[C:11](=[CH:12][CH:13]=1)[C:10]([O:14][C:15]1[CH:20]=[CH:19][C:18]([O:21][CH2:22][CH2:23][N:24]3[CH2:29][CH2:28][CH2:27][CH2:26][CH2:25]3)=[CH:17][CH:16]=1)=[C:9]([C:30]1[CH:31]=[C:32]3[C:36](=[CH:37][CH:38]=1)[C:35](=[O:39])[O:34][CH2:33]3)[CH:8]=[CH:7]2.B(Br)(Br)Br.C(=O)(O)[O-].[Na+]. Product: [OH:3][C:4]1[CH:5]=[C:6]2[C:11](=[CH:12][CH:13]=1)[C:10]([O:14][C:15]1[CH:16]=[CH:17][C:18]([O:21][CH2:22][CH2:23][N:24]3[CH2:29][CH2:28][CH2:27][CH2:26][CH2:25]3)=[CH:19][CH:20]=1)=[C:9]([C:30]1[CH:31]=[C:32]3[C:36](=[CH:37][CH:38]=1)[C:35](=[O:39])[O:34][CH2:33]3)[CH:8]=[CH:7]2. The catalyst class is: 4. (2) Reactant: [Br:1][C:2]1[C:3]([F:29])=[CH:4][C:5]2[CH:11]3[CH2:12][CH:9]([CH2:10]3)[N:8]3[C:13]([CH:20](O)[C:21]4[N:25]([CH3:26])[N:24]=[CH:23][CH:22]=4)=[C:14]([C:16]([O:18][CH3:19])=[O:17])[N:15]=[C:7]3[C:6]=2[CH:28]=1.C(N(CC)CC)C.CS(Cl)(=O)=O. Product: [Br:1][C:2]1[C:3]([F:29])=[CH:4][C:5]2[CH:11]3[CH2:10][CH:9]([CH2:12]3)[N:8]3[C:13]([CH2:20][C:21]4[N:25]([CH3:26])[N:24]=[CH:23][CH:22]=4)=[C:14]([C:16]([O:18][CH3:19])=[O:17])[N:15]=[C:7]3[C:6]=2[CH:28]=1. The catalyst class is: 4. (3) Reactant: C[O:2][C:3]1[CH:8]=[CH:7][C:6]([N:9]2[C:21]3[CH:20]=[CH:19][CH:18]=[CH:17][C:16]=3[C:15]3[C:10]2=[CH:11][CH:12]=[CH:13][CH:14]=3)=[CH:5][CH:4]=1.B(Br)(Br)Br.O. Product: [OH:2][C:3]1[CH:8]=[CH:7][C:6]([N:9]2[C:10]3[CH:11]=[CH:12][CH:13]=[CH:14][C:15]=3[C:16]3[C:21]2=[CH:20][CH:19]=[CH:18][CH:17]=3)=[CH:5][CH:4]=1. The catalyst class is: 4. (4) Product: [CH3:1][CH2:2][CH2:3][C:4]1[C:5]2[NH:14][C:13]([C:15]3[CH:16]=[C:17]([S:24]([N:27]4[CH2:28][CH2:29][N:30]([CH3:33])[CH2:31][CH2:32]4)(=[O:25])=[O:26])[CH:18]=[CH:19][C:20]=3[O:21][CH2:22][CH3:23])=[N:12][C:10](=[O:11])[C:6]=2[N:7]([CH3:9])[N:8]=1.[ClH:49]. The catalyst class is: 8. Reactant: [CH3:1][CH2:2][CH2:3][C:4]1[C:5]2[N:14]=[C:13]([C:15]3[CH:16]=[C:17]([S:24]([N:27]4[CH2:32][CH2:31][N:30]([CH3:33])[CH2:29][CH2:28]4)(=[O:26])=[O:25])[CH:18]=[CH:19][C:20]=3[O:21][CH2:22][CH3:23])[NH:12][C:10](=[O:11])[C:6]=2[N:7]([CH3:9])[N:8]=1.C(C(O)(C(O)=O)CC(O)=O)C(O)=O.CO.[ClH:49]. (5) Reactant: [I:1]Cl.[Cl:3][C:4]1[CH:5]=[CH:6][C:7]2[N:8]([CH:10]=[C:11]([C:13]3[CH:18]=[CH:17][C:16]([F:19])=[CH:15][CH:14]=3)[N:12]=2)[N:9]=1.S([O-])([O-])(=O)=S.[Na+].[Na+]. Product: [Cl:3][C:4]1[CH:5]=[CH:6][C:7]2[N:8]([C:10]([I:1])=[C:11]([C:13]3[CH:14]=[CH:15][C:16]([F:19])=[CH:17][CH:18]=3)[N:12]=2)[N:9]=1. The catalyst class is: 22. (6) Reactant: [F:1][C:2]1[CH:7]=[CH:6][C:5]([OH:8])=[CH:4][C:3]=1[NH:9][C:10]([C:12]1[N:16]([CH3:17])[N:15]=[C:14]([CH3:18])[CH:13]=1)=[O:11].Br[C:20]1[CH:21]=[CH:22][C:23]([N+:26]([O-:28])=[O:27])=[N:24][CH:25]=1.C(=O)([O-])[O-].[Cs+].[Cs+].CN(C)C=O. Product: [F:1][C:2]1[CH:7]=[CH:6][C:5]([O:8][C:20]2[CH:25]=[N:24][C:23]([N+:26]([O-:28])=[O:27])=[CH:22][CH:21]=2)=[CH:4][C:3]=1[NH:9][C:10]([C:12]1[N:16]([CH3:17])[N:15]=[C:14]([CH3:18])[CH:13]=1)=[O:11]. The catalyst class is: 6.